From a dataset of Full USPTO retrosynthesis dataset with 1.9M reactions from patents (1976-2016). Predict the reactants needed to synthesize the given product. Given the product [CH2:2]([C:1]1[S:11][C:10]([NH2:12])=[N:9][N:7]=1)[CH2:3][CH2:4][C:5]1[S:11][C:10]([NH2:12])=[N:9][N:6]=1, predict the reactants needed to synthesize it. The reactants are: [C:1](#[N:7])[CH2:2][CH2:3][CH2:4][C:5]#[N:6].N[NH:9][C:10]([NH2:12])=[S:11].O.[OH-].[Na+].